From a dataset of Reaction yield outcomes from USPTO patents with 853,638 reactions. Predict the reaction yield, written as a fraction of the theoretical maximum amount of product (1.0 means a 100% yield; for example, 0.34 means a 34% yield). (1) The reactants are C([O:4][C:5]1[CH:6]=[C:7]2[C:12](=[CH:13][C:14]=1[O:15][CH3:16])[N:11]=[CH:10][N:9]=[C:8]2[NH:17][C:18]1[CH:23]=[CH:22][C:21]([F:24])=[C:20]([Cl:25])[CH:19]=1)(=O)C.[OH-].[Na+].Cl. The catalyst is CO. The product is [Cl:25][C:20]1[CH:19]=[C:18]([NH:17][C:8]2[C:7]3[C:12](=[CH:13][C:14]([O:15][CH3:16])=[C:5]([OH:4])[CH:6]=3)[N:11]=[CH:10][N:9]=2)[CH:23]=[CH:22][C:21]=1[F:24]. The yield is 0.900. (2) The reactants are [Cl:1][C:2]1[CH:7]=[C:6]([Cl:8])[CH:5]=[CH:4][C:3]=1[CH2:9][C:10](=O)[CH:11]([NH:17][C:18](=O)[CH:19]([CH3:21])[CH3:20])[C:12]([O:14][CH2:15][CH3:16])=[O:13].COC1C=CC(P2(SP(C3C=CC(OC)=CC=3)(=S)S2)=[S:33])=CC=1. The catalyst is C1(C)C=CC=CC=1. The product is [Cl:1][C:2]1[CH:7]=[C:6]([Cl:8])[CH:5]=[CH:4][C:3]=1[CH2:9][C:10]1[S:33][C:18]([CH:19]([CH3:21])[CH3:20])=[N:17][C:11]=1[C:12]([O:14][CH2:15][CH3:16])=[O:13]. The yield is 0.950. (3) The reactants are [CH3:1][O:2][N:3]([CH3:14])[C:4]([C:6]1[NH:10][N:9]=[C:8]([N+:11]([O-])=O)[CH:7]=1)=[O:5]. The yield is 0.810. The product is [NH2:11][C:8]1[CH:7]=[C:6]([C:4]([N:3]([O:2][CH3:1])[CH3:14])=[O:5])[NH:10][N:9]=1. The catalyst is [Pd].CO. (4) The reactants are [O:1]=[C:2]([CH2:20][CH3:21])[C:3](=[N:8][NH:9][C:10]1[CH:15]=[CH:14][CH:13]=[C:12]([C:16]([F:19])([F:18])[F:17])[CH:11]=1)[C:4]([O:6][CH3:7])=[O:5].[CH3:22]OC(OC)N(C)C. No catalyst specified. The product is [CH3:21][C:20]1[C:2](=[O:1])[C:3]([C:4]([O:6][CH3:7])=[O:5])=[N:8][N:9]([C:10]2[CH:15]=[CH:14][CH:13]=[C:12]([C:16]([F:17])([F:18])[F:19])[CH:11]=2)[CH:22]=1. The yield is 0.870. (5) The reactants are [C:1]([OH:7])(=O)[CH2:2][CH2:3][CH2:4][CH3:5].C(Cl)CCl.[CH:12]1[CH:13]=[CH:14][C:15]2[N:20](O)N=[N:18][C:16]=2[CH:17]=1.NCC1C=CC=CN=1. The catalyst is C1COCC1. The product is [N:18]1[CH:14]=[CH:13][CH:12]=[CH:17][C:16]=1[CH2:15][NH:20][C:1](=[O:7])[CH2:2][CH2:3][CH2:4][CH3:5]. The yield is 0.920.